The task is: Predict the product of the given reaction.. This data is from Forward reaction prediction with 1.9M reactions from USPTO patents (1976-2016). (1) Given the reactants CO.C([N:5]([CH2:8][CH3:9])[CH2:6][CH3:7])C, predict the reaction product. The product is: [C:7]([C:6]1[N:5]=[CH:8][CH:9]=[CH:8][N:5]=1)([CH3:9])([CH3:6])[CH3:7]. (2) Given the reactants [F:1][C:2]1[C:3]([C:18]2[N:22]([CH:23]3[CH2:28][CH2:27][O:26][CH2:25][CH2:24]3)[C:21]([CH3:29])=[N:20][CH:19]=2)=[N:4][C:5]([NH:8][C:9]2[CH:17]=[CH:16][C:12]([C:13]([O-:15])=O)=[CH:11][CH:10]=2)=[N:6][CH:7]=1.[Li+].CN(C(ON1N=NC2C=CC=CC1=2)=[N+](C)C)C.F[P-](F)(F)(F)(F)F.[ClH:55].[F:56][CH:57]1[CH2:62][CH2:61][NH:60][CH2:59][CH2:58]1.CCN(C(C)C)C(C)C, predict the reaction product. The product is: [ClH:55].[F:1][C:2]1[C:3]([C:18]2[N:22]([CH:23]3[CH2:24][CH2:25][O:26][CH2:27][CH2:28]3)[C:21]([CH3:29])=[N:20][CH:19]=2)=[N:4][C:5]([NH:8][C:9]2[CH:10]=[CH:11][C:12]([C:13]([N:60]3[CH2:61][CH2:62][CH:57]([F:56])[CH2:58][CH2:59]3)=[O:15])=[CH:16][CH:17]=2)=[N:6][CH:7]=1. (3) Given the reactants [Br:1][C:2]1[C:3]([N:10]([CH:22]2[CH2:27][CH2:26][N:25]([C:28]([O:30]CC3C=CC=CC=3)=O)[CH2:24][CH2:23]2)[NH:11][C:12]([C:14]2[CH:19]=[CH:18][C:17]([CH2:20][Br:21])=[CH:16][CH:15]=2)=[O:13])=[N:4][C:5]([C:8]#[N:9])=[N:6][CH:7]=1.[C:38](N1CCC(N(C2C(Br)=CN=C(C#N)N=2)N)CC1)(=O)C, predict the reaction product. The product is: [C:28]([N:25]1[CH2:26][CH2:27][CH:22]([N:10]([C:3]2[C:2]([Br:1])=[CH:7][N:6]=[C:5]([C:8]#[N:9])[N:4]=2)[NH:11][C:12](=[O:13])[C:14]2[CH:15]=[CH:16][C:17]([CH2:20][Br:21])=[CH:18][CH:19]=2)[CH2:23][CH2:24]1)(=[O:30])[CH3:38]. (4) Given the reactants Br[C:2]1[CH:7]=[CH:6][C:5]([C@@H:8]([CH3:21])[CH2:9][N:10]2[C:18](=[O:19])C3C(=CC=CC=3)C2=O)=[C:4]([F:22])[CH:3]=1.NN.[CH3:37][C:36]([O:35]C(OC([O:35][C:36]([CH3:39])([CH3:38])[CH3:37])=O)=O)([CH3:39])[CH3:38].[B:40]1([B:40]2[O:44][C:43]([CH3:46])([CH3:45])[C:42]([CH3:48])([CH3:47])[O:41]2)[O:44][C:43]([CH3:46])([CH3:45])[C:42]([CH3:48])([CH3:47])[O:41]1, predict the reaction product. The product is: [F:22][C:4]1[CH:3]=[C:2]([B:40]2[O:44][C:43]([CH3:46])([CH3:45])[C:42]([CH3:48])([CH3:47])[O:41]2)[CH:7]=[CH:6][C:5]=1[C@@H:8]([CH3:21])[CH2:9][NH:10][C:18](=[O:19])[O:35][C:36]([CH3:37])([CH3:38])[CH3:39]. (5) Given the reactants [Cl:1][C:2]1[N:10](CC=C)[C:9]2[C:8](=[O:14])[NH:7][C:6](=[O:15])[N:5]([CH2:16][C:17]#[N:18])[C:4]=2[N:3]=1.N1CCOCC1.Cl.C(Cl)(Cl)Cl, predict the reaction product. The product is: [Cl:1][C:2]1[NH:10][C:9]2[C:8](=[O:14])[NH:7][C:6](=[O:15])[N:5]([CH2:16][C:17]#[N:18])[C:4]=2[N:3]=1.